Dataset: Full USPTO retrosynthesis dataset with 1.9M reactions from patents (1976-2016). Task: Predict the reactants needed to synthesize the given product. (1) Given the product [NH2:14][CH2:13][C:12]([NH:11][CH2:10][C@@H:9]([NH:8][C:6]([O:5][C:1]([CH3:4])([CH3:3])[CH3:2])=[O:7])[CH2:26][CH2:27][CH2:28][NH:29][C:30](=[O:31])[O:32][C:33]([CH3:36])([CH3:34])[CH3:35])=[O:25], predict the reactants needed to synthesize it. The reactants are: [C:1]([O:5][C:6]([NH:8][C@@H:9]([CH2:26][CH2:27][CH2:28][NH:29][C:30]([O:32][C:33]([CH3:36])([CH3:35])[CH3:34])=[O:31])[CH2:10][NH:11][C:12](=[O:25])[CH2:13][NH:14]C(=O)OCC1C=CC=CC=1)=[O:7])([CH3:4])([CH3:3])[CH3:2]. (2) Given the product [C:44]1([C:34]2[N:35]=[C:36]([C:38]3[CH:39]=[CH:40][CH:41]=[CH:42][CH:43]=3)[N:37]=[C:32]([N:13]3[C:12]4[CH:11]=[C:10]5[C:2]([CH3:28])([CH3:1])[C:3]6[C:8]([C:9]5=[CH:21][C:20]=4[C:19]4[C:14]3=[CH:15][CH:16]=[C:17]([C:22]3[CH:27]=[CH:26][CH:25]=[CH:24][CH:23]=3)[CH:18]=4)=[CH:7][CH:6]=[CH:5][CH:4]=6)[N:33]=2)[CH:49]=[CH:48][CH:47]=[CH:46][CH:45]=1, predict the reactants needed to synthesize it. The reactants are: [CH3:1][C:2]1([CH3:28])[C:10]2=[CH:11][C:12]3[NH:13][C:14]4[C:19]([C:20]=3[CH:21]=[C:9]2[C:8]2[C:3]1=[CH:4][CH:5]=[CH:6][CH:7]=2)=[CH:18][C:17]([C:22]1[CH:27]=[CH:26][CH:25]=[CH:24][CH:23]=1)=[CH:16][CH:15]=4.[H-].[Na+].Cl[C:32]1[N:37]=[C:36]([C:38]2[CH:43]=[CH:42][CH:41]=[CH:40][CH:39]=2)[N:35]=[C:34]([C:44]2[CH:49]=[CH:48][CH:47]=[CH:46][CH:45]=2)[N:33]=1. (3) Given the product [F:17][C:18]1([F:24])[CH2:23][CH2:22][N:21]([C:11]2[CH:10]=[C:9]([OH:8])[CH:14]=[CH:13][CH:12]=2)[CH2:20][CH2:19]1, predict the reactants needed to synthesize it. The reactants are: C([O:8][C:9]1[CH:14]=[CH:13][CH:12]=[C:11](Br)[CH:10]=1)C1C=CC=CC=1.Cl.[F:17][C:18]1([F:24])[CH2:23][CH2:22][NH:21][CH2:20][CH2:19]1.CN(C1C(C2C(P(C3CCCCC3)C3CCCCC3)=CC=CC=2)=CC=CC=1)C.C([O-])(C)(C)C.[K+].C([SiH](CC)CC)C. (4) Given the product [CH2:11]([O:10][C:8](=[O:9])[CH2:7][C:6]1[CH:5]=[CH:4][S:3][C:2]=1[C:2]1[S:3][CH:4]=[CH:5][CH:6]=1)[CH3:12], predict the reactants needed to synthesize it. The reactants are: Br[C:2]1[S:3][CH:4]=[CH:5][C:6]=1[CH2:7][C:8]([O:10][CH2:11][CH3:12])=[O:9].